This data is from Reaction yield outcomes from USPTO patents with 853,638 reactions. The task is: Predict the reaction yield, written as a fraction of the theoretical maximum amount of product (1.0 means a 100% yield; for example, 0.34 means a 34% yield). (1) The yield is 0.960. The catalyst is CN(C=O)C. The product is [Br:1][C:2]1[C:3]([O:17][CH2:19][CH2:20][CH3:21])=[C:4]2[C:9](=[CH:10][CH:11]=1)[N:8]([C:12]([O:14][CH3:15])=[O:13])[C@@H:7]([CH3:16])[CH2:6][CH2:5]2. The reactants are [Br:1][C:2]1[C:3]([OH:17])=[C:4]2[C:9](=[CH:10][CH:11]=1)[N:8]([C:12]([O:14][CH3:15])=[O:13])[C@@H:7]([CH3:16])[CH2:6][CH2:5]2.Br[CH2:19][CH2:20][CH3:21].CC(C)([O-])C.[K+].O. (2) The reactants are [F:1][C:2]1[CH:3]=[C:4]2[C:8](=[CH:9][CH:10]=1)[NH:7][CH:6]=[C:5]2[C:11]1[CH2:12][CH2:13][NH:14][CH2:15][CH:16]=1.Br[C:18]1[C:23]([O:24][CH2:25][C@@H:26]2[CH2:28][O:27]2)=[CH:22][CH:21]=[CH:20][N:19]=1.CC1C=CC(P(C2C=CC3C(=CC=CC=3)C=2C2C3C(=CC=CC=3)C=CC=2P(C2C=CC(C)=CC=2)C2C=CC(C)=CC=2)C2C=CC(C)=CC=2)=CC=1.C(=O)([O-])[O-].[K+].[K+]. The catalyst is CS(C)=O.C1(C)C=CC=CC=1.C([O-])(=O)C.[Pd+2].C([O-])(=O)C. The product is [F:1][C:2]1[CH:3]=[C:4]2[C:8](=[CH:9][CH:10]=1)[NH:7][CH:6]=[C:5]2[C:11]1[CH2:12][CH2:13][N:14]([CH2:28][CH:26]2[O:27][C:18]3=[N:19][CH:20]=[CH:21][CH:22]=[C:23]3[O:24][CH2:25]2)[CH2:15][CH:16]=1. The yield is 0.330. (3) The reactants are [Cl:1][C:2]1[CH:17]=[C:16]([N+:18]([O-])=O)[CH:15]=[CH:14][C:3]=1[O:4][C:5]([C:8]1[CH:13]=[CH:12][CH:11]=[CH:10][N:9]=1)([CH3:7])[CH3:6]. The product is [Cl:1][C:2]1[CH:17]=[C:16]([CH:15]=[CH:14][C:3]=1[O:4][C:5]([CH3:7])([C:8]1[CH:13]=[CH:12][CH:11]=[CH:10][N:9]=1)[CH3:6])[NH2:18]. The catalyst is C(OCC)(=O)C. The yield is 0.630. (4) The reactants are Br[CH2:2][C:3]([C:5]1[CH:10]=[CH:9][C:8]([OH:11])=[C:7]([CH3:12])[CH:6]=1)=O.CC[N:15]([CH2:18]C)CC.[C:20]1([C:26](Cl)([C:33]2[CH:38]=[CH:37][CH:36]=[CH:35][CH:34]=2)[C:27]2[CH:32]=[CH:31][CH:30]=[CH:29][CH:28]=2)[CH:25]=[CH:24][CH:23]=[CH:22][CH:21]=1.Cl.C([NH2:43])=O. The catalyst is CN(C=O)C.CCOC(C)=O. The product is [CH3:12][C:7]1[CH:6]=[C:5]([C:3]2[N:43]=[CH:18][N:15]([C:26]([C:33]3[CH:38]=[CH:37][CH:36]=[CH:35][CH:34]=3)([C:27]3[CH:32]=[CH:31][CH:30]=[CH:29][CH:28]=3)[C:20]3[CH:25]=[CH:24][CH:23]=[CH:22][CH:21]=3)[CH:2]=2)[CH:10]=[CH:9][C:8]=1[OH:11]. The yield is 0.710. (5) The reactants are [F:1][C:2]1[CH:3]=[CH:4][C:5]([O:10][C:11]2[CH:25]=[CH:24][C:14]3[C:15]([CH2:18][N:19]4[CH2:23][CH2:22][CH2:21][CH2:20]4)=[N:16][O:17][C:13]=3[CH:12]=2)=[C:6]([CH:9]=1)[CH2:7][NH2:8].FC(F)(F)C[O:29][C:30](=O)[NH:31][C:32]1[N:33]([CH3:41])[N:34]=[C:35]([C:37]([CH3:40])([CH3:39])[CH3:38])[CH:36]=1.C(N(C(C)C)CC)(C)C. The catalyst is CN(C=O)C. The product is [C:37]([C:35]1[CH:36]=[C:32]([NH:31][C:30]([NH:8][CH2:7][C:6]2[CH:9]=[C:2]([F:1])[CH:3]=[CH:4][C:5]=2[O:10][C:11]2[CH:25]=[CH:24][C:14]3[C:15]([CH2:18][N:19]4[CH2:20][CH2:21][CH2:22][CH2:23]4)=[N:16][O:17][C:13]=3[CH:12]=2)=[O:29])[N:33]([CH3:41])[N:34]=1)([CH3:40])([CH3:38])[CH3:39]. The yield is 0.390. (6) The reactants are C[O:2][C:3]1[CH:4]=[C:5]2[C:10](=[CH:11][CH:12]=1)[C@@H:9]([C:13]1[CH:26]=[CH:25][C:16]([O:17][CH2:18][CH2:19][N:20]3[CH2:24][CH2:23][CH2:22][CH2:21]3)=[CH:15][CH:14]=1)[C@@H:8]([C:27]1[CH:32]=[CH:31][CH:30]=[CH:29][CH:28]=1)[CH2:7][CH2:6]2.B(Br)(Br)Br.C(=O)(O)[O-].[Na+]. The catalyst is C(Cl)Cl. The product is [CH:30]1[CH:31]=[CH:32][C:27]([C@@H:8]2[C@H:9]([C:13]3[CH:14]=[CH:15][C:16]([O:17][CH2:18][CH2:19][N:20]4[CH2:24][CH2:23][CH2:22][CH2:21]4)=[CH:25][CH:26]=3)[C:10]3[CH:11]=[CH:12][C:3]([OH:2])=[CH:4][C:5]=3[CH2:6][CH2:7]2)=[CH:28][CH:29]=1. The yield is 0.740. (7) The reactants are [CH2:1]([O:3][C:4](=[O:29])[C:5]([NH:20][C:21]1[CH:26]=[CH:25][C:24]([C:27]#[N:28])=[CH:23][CH:22]=1)([C:10]1[CH:15]=[C:14]([CH3:16])[C:13]([O:17][CH3:18])=[C:12]([CH3:19])[CH:11]=1)[C:6]([F:9])([F:8])[F:7])[CH3:2].[Cl-].[OH:31][NH3+:32].C(N(CC)CC)C.C(OCC)(=O)C. The catalyst is CO.O. The product is [CH2:1]([O:3][C:4](=[O:29])[C:5]([NH:20][C:21]1[CH:22]=[CH:23][C:24]([C:27](=[NH:28])[NH:32][OH:31])=[CH:25][CH:26]=1)([C:10]1[CH:11]=[C:12]([CH3:19])[C:13]([O:17][CH3:18])=[C:14]([CH3:16])[CH:15]=1)[C:6]([F:9])([F:8])[F:7])[CH3:2]. The yield is 0.830. (8) The reactants are [F:1][C:2]1[C:3]([CH2:24][N:25](C)[C:26](=O)OC(C)(C)C)=[CH:4][N:5]([S:14]([C:17]2[C:18]([CH3:23])=[N:19][CH:20]=[CH:21][CH:22]=2)(=[O:16])=[O:15])[C:6]=1[C:7]1[C:8]([F:13])=[N:9][CH:10]=[CH:11][CH:12]=1.C(OCC)(=O)C.Cl. The yield is 0.970. The catalyst is C(OCC)(=O)C.CC(O)C. The product is [F:1][C:2]1[C:3]([CH2:24][NH:25][CH3:26])=[CH:4][N:5]([S:14]([C:17]2[C:18]([CH3:23])=[N:19][CH:20]=[CH:21][CH:22]=2)(=[O:16])=[O:15])[C:6]=1[C:7]1[C:8]([F:13])=[N:9][CH:10]=[CH:11][CH:12]=1. (9) The reactants are F[C:2]1[CH:7]=[CH:6][CH:5]=[CH:4][C:3]=1[N+:8]([O-:10])=[O:9].[C:11]1([CH2:17][CH2:18][NH2:19])[CH:16]=[CH:15][CH:14]=[CH:13][CH:12]=1.O. The catalyst is CCO. The product is [N+:8]([C:3]1[CH:4]=[CH:5][CH:6]=[CH:7][C:2]=1[NH:19][CH2:18][CH2:17][C:11]1[CH:16]=[CH:15][CH:14]=[CH:13][CH:12]=1)([O-:10])=[O:9]. The yield is 0.920.